Dataset: Forward reaction prediction with 1.9M reactions from USPTO patents (1976-2016). Task: Predict the product of the given reaction. (1) Given the reactants [Cl:1][C:2]1[C:11]([CH:12]=O)=[CH:10][C:9]2[C:4](=[CH:5][CH:6]=[C:7]([O:14][CH3:15])[CH:8]=2)[N:3]=1.[N:16]1[CH:21]=[CH:20][CH:19]=[CH:18][C:17]=1[CH2:22][C:23]#[N:24], predict the reaction product. The product is: [Cl:1][C:2]1[C:11](/[CH:12]=[C:22](/[C:17]2[CH:18]=[CH:19][CH:20]=[CH:21][N:16]=2)\[C:23]#[N:24])=[CH:10][C:9]2[C:4](=[CH:5][CH:6]=[C:7]([O:14][CH3:15])[CH:8]=2)[N:3]=1. (2) Given the reactants [CH2:1]([C:3]1[CH:8]=[CH:7][CH:6]=[CH:5][C:4]=1[C:9]1[O:10][C:11]([C:17]([F:20])([F:19])[F:18])=[C:12]([C:14]([OH:16])=O)[N:13]=1)[CH3:2].[CH3:21][O:22][CH2:23][CH2:24][N:25]([CH3:33])[C:26]1[CH:31]=[CH:30][C:29]([NH2:32])=[CH:28][N:27]=1, predict the reaction product. The product is: [CH3:21][O:22][CH2:23][CH2:24][N:25]([CH3:33])[C:26]1[N:27]=[CH:28][C:29]([NH:32][C:14]([C:12]2[N:13]=[C:9]([C:4]3[CH:5]=[CH:6][CH:7]=[CH:8][C:3]=3[CH2:1][CH3:2])[O:10][C:11]=2[C:17]([F:20])([F:19])[F:18])=[O:16])=[CH:30][CH:31]=1. (3) Given the reactants IN1[C:6](=O)[CH2:5]CC1=O.[CH2:9](N(CC)CC)[CH3:10].Cl[C:17]1[CH:22]=[C:21](C)[CH:20]=[C:19]([OH:24])[C:18]=1[C:25]([C:27]1[CH:32]=[CH:31][C:30]([O:33][CH3:34])=[CH:29][CH:28]=1)=[O:26].S([O-])([O-])=O.[Na+].[Na+].[C:41](=[O:44])([O-])[O-:42].[K+].[K+].[C:47]1(C)C=CC=CC=1, predict the reaction product. The product is: [CH:34]1([O:33][C:30]2[CH:29]=[CH:28][C:27]([C:25]([C:18]3[C:17]([CH3:47])=[CH:22][C:21]([C:41]([O:42][CH2:5][CH3:6])=[O:44])=[CH:20][C:19]=3[OH:24])=[O:26])=[CH:32][CH:31]=2)[CH2:10][CH2:9]1. (4) Given the reactants [CH2:1]([O:8][C:9]([C:11]1[S:28][C:14]2[NH:15][C:16](=[O:27])[N:17]([CH2:20][C:21]3[CH:26]=[CH:25][CH:24]=[CH:23][CH:22]=3)[C:18](=[O:19])[C:13]=2[CH:12]=1)=[O:10])[C:2]1[CH:7]=[CH:6][CH:5]=[CH:4][CH:3]=1.[H-].[Na+].[CH3:31]I, predict the reaction product. The product is: [CH2:1]([O:8][C:9]([C:11]1[S:28][C:14]2[N:15]([CH3:31])[C:16](=[O:27])[N:17]([CH2:20][C:21]3[CH:22]=[CH:23][CH:24]=[CH:25][CH:26]=3)[C:18](=[O:19])[C:13]=2[CH:12]=1)=[O:10])[C:2]1[CH:3]=[CH:4][CH:5]=[CH:6][CH:7]=1. (5) Given the reactants [C:1]([O:5][C:6](=[O:21])[NH:7][C:8]1[CH:13]=[C:12]([O:14][CH2:15][C:16]([F:19])([F:18])[F:17])[CH:11]=[CH:10][C:9]=1[NH2:20])([CH3:4])([CH3:3])[CH3:2].C([O:26][C:27](=O)[CH2:28][C:29](=[O:42])[C:30]1[CH:35]=[CH:34][CH:33]=[C:32]([C:36]2[CH:41]=[CH:40][N:39]=[CH:38][CH:37]=2)[CH:31]=1)(C)(C)C, predict the reaction product. The product is: [C:1]([O:5][C:6](=[O:21])[NH:7][C:8]1[CH:13]=[C:12]([O:14][CH2:15][C:16]([F:19])([F:18])[F:17])[CH:11]=[CH:10][C:9]=1[NH:20][C:27](=[O:26])[CH2:28][C:29](=[O:42])[C:30]1[CH:35]=[CH:34][CH:33]=[C:32]([C:36]2[CH:37]=[CH:38][N:39]=[CH:40][CH:41]=2)[CH:31]=1)([CH3:4])([CH3:2])[CH3:3]. (6) Given the reactants [O:1]=[C:2]1[CH2:7][CH2:6][N:5]([C:8]([O:10][C:11]([CH3:14])([CH3:13])[CH3:12])=[O:9])[CH:4]([C:15]2[CH:20]=[CH:19][CH:18]=[CH:17][CH:16]=2)[CH2:3]1.CCC(C)[BH-](C(C)CC)C(C)CC.[Li+], predict the reaction product. The product is: [OH:1][CH:2]1[CH2:7][CH2:6][N:5]([C:8]([O:10][C:11]([CH3:14])([CH3:13])[CH3:12])=[O:9])[CH:4]([C:15]2[CH:16]=[CH:17][CH:18]=[CH:19][CH:20]=2)[CH2:3]1. (7) Given the reactants C[O-].[Na+].C(O)(=O)C.[CH:8]([NH2:10])=[NH:9].C[O:12][C:13](=O)[CH:14]([CH2:18][CH2:19][O:20][CH2:21][C:22]1[CH:27]=[CH:26][CH:25]=[CH:24][CH:23]=1)[C:15](=O)[CH3:16].C(O)(=O)C, predict the reaction product. The product is: [CH2:21]([O:20][CH2:19][CH2:18][C:14]1[C:13]([OH:12])=[N:9][CH:8]=[N:10][C:15]=1[CH3:16])[C:22]1[CH:27]=[CH:26][CH:25]=[CH:24][CH:23]=1.